This data is from TCR-epitope binding with 47,182 pairs between 192 epitopes and 23,139 TCRs. The task is: Binary Classification. Given a T-cell receptor sequence (or CDR3 region) and an epitope sequence, predict whether binding occurs between them. (1) The epitope is RLRAEAQVK. The TCR CDR3 sequence is CASSEIDRFSEAFF. Result: 0 (the TCR does not bind to the epitope). (2) The TCR CDR3 sequence is CASSQDRGDTGELFF. Result: 1 (the TCR binds to the epitope). The epitope is KAYNVTQAF. (3) The epitope is SEVGPEHSLAEY. The TCR CDR3 sequence is CASSLEGVSGGSGETQYF. Result: 1 (the TCR binds to the epitope). (4) The epitope is AYAQKIFKI. The TCR CDR3 sequence is CAWSGNDYGYTF. Result: 1 (the TCR binds to the epitope).